Dataset: Catalyst prediction with 721,799 reactions and 888 catalyst types from USPTO. Task: Predict which catalyst facilitates the given reaction. (1) Reactant: I[C:2]1[CH:7]=[CH:6][N:5]=[C:4]2[N:8]([C:11](=[O:13])[CH3:12])[CH:9]=[CH:10][C:3]=12.COC1C=CC=C(OC)C=1C1C=CC=CC=1P(C1CCCCC1)C1CCCCC1.C([O-])(=O)C.[K+].Br[C:49]1[S:50][C:51]([Cl:54])=[CH:52][CH:53]=1.P([O-])([O-])([O-])=O.[K+].[K+].[K+]. Product: [Cl:54][C:51]1[S:50][C:49]([C:2]2[CH:7]=[CH:6][N:5]=[C:4]3[N:8]([C:11](=[O:13])[CH3:12])[CH:9]=[CH:10][C:3]=23)=[CH:53][CH:52]=1. The catalyst class is: 127. (2) Reactant: [Br:1][C:2]1[CH:3]=[CH:4][CH:5]=[C:6]2[C:11]=1[N:10]([CH3:12])[CH:9]=[C:8]([OH:13])[C:7]2=[O:14].C(=O)([O-])[O-].[K+].[K+].Cl[CH2:22][C:23]1[CH:28]=[CH:27][C:26]([O:29][CH3:30])=[CH:25][CH:24]=1.[I-].[K+]. Product: [Br:1][C:2]1[CH:3]=[CH:4][CH:5]=[C:6]2[C:11]=1[N:10]([CH3:12])[CH:9]=[C:8]([O:13][CH2:22][C:23]1[CH:28]=[CH:27][C:26]([O:29][CH3:30])=[CH:25][CH:24]=1)[C:7]2=[O:14]. The catalyst class is: 9. (3) Reactant: [C:1]([O:4][C:5]1[CH:13]=[CH:12][CH:11]=[CH:10][C:6]=1[C:7]([OH:9])=[O:8])(=[O:3])[CH3:2].C(N(CC)CC)C.O[CH2:22][CH2:23][CH2:24][NH:25][C:26](=[O:35])[O:27][CH2:28][C:29]1[CH:34]=[CH:33][CH:32]=[CH:31][CH:30]=1. Product: [C:1]([O:4][C:5]1[CH:13]=[CH:12][CH:11]=[CH:10][C:6]=1[C:7]([O:9][CH2:22][CH2:23][CH2:24][NH:25][C:26]([O:27][CH2:28][C:29]1[CH:30]=[CH:31][CH:32]=[CH:33][CH:34]=1)=[O:35])=[O:8])(=[O:3])[CH3:2]. The catalyst class is: 2. (4) Reactant: [F:1][C:2]1[C:21]([F:22])=[CH:20][CH:19]=[CH:18][C:3]=1[CH2:4][N:5]1[C:9]2=[N:10][C:11]([CH3:17])=[C:12]([CH2:15][OH:16])[C:13]([I:14])=[C:8]2[CH:7]=[CH:6]1.C1C=C[NH+]=CC=1.[O-][Cr](Cl)(=O)=O. Product: [F:1][C:2]1[C:21]([F:22])=[CH:20][CH:19]=[CH:18][C:3]=1[CH2:4][N:5]1[C:9]2=[N:10][C:11]([CH3:17])=[C:12]([CH:15]=[O:16])[C:13]([I:14])=[C:8]2[CH:7]=[CH:6]1. The catalyst class is: 4.